Dataset: Peptide-MHC class I binding affinity with 185,985 pairs from IEDB/IMGT. Task: Regression. Given a peptide amino acid sequence and an MHC pseudo amino acid sequence, predict their binding affinity value. This is MHC class I binding data. (1) The peptide sequence is YLIVFVLTI. The MHC is HLA-A02:03 with pseudo-sequence HLA-A02:03. The binding affinity (normalized) is 0.382. (2) The binding affinity (normalized) is 0.143. The peptide sequence is AVPNGTLV. The MHC is HLA-A02:06 with pseudo-sequence HLA-A02:06. (3) The binding affinity (normalized) is 0.910. The MHC is HLA-A68:01 with pseudo-sequence HLA-A68:01. The peptide sequence is LFYPSMFTLR. (4) The peptide sequence is CPAVAVHDF. The MHC is HLA-B15:01 with pseudo-sequence HLA-B15:01. The binding affinity (normalized) is 0. (5) The peptide sequence is RSIRKFNTM. The MHC is HLA-B15:01 with pseudo-sequence HLA-B15:01. The binding affinity (normalized) is 0.863.